From a dataset of Reaction yield outcomes from USPTO patents with 853,638 reactions. Predict the reaction yield, written as a fraction of the theoretical maximum amount of product (1.0 means a 100% yield; for example, 0.34 means a 34% yield). The reactants are [Br:1][C:2]1[CH:3]=[C:4]([CH:7]=[CH:8][C:9]=1[F:10])[CH:5]=O.[O:11]=[C:12]1[C:20]2[C:15](=[CH:16][CH:17]=[CH:18][CH:19]=2)[CH:14](P(=O)(OC)OC)[O:13]1. The catalyst is C1COCC1. The product is [Br:1][C:2]1[CH:3]=[C:4]([CH:7]=[CH:8][C:9]=1[F:10])[CH:5]=[C:14]1[C:15]2[C:20](=[CH:19][CH:18]=[CH:17][CH:16]=2)[C:12](=[O:11])[O:13]1. The yield is 0.785.